Dataset: Reaction yield outcomes from USPTO patents with 853,638 reactions. Task: Predict the reaction yield, written as a fraction of the theoretical maximum amount of product (1.0 means a 100% yield; for example, 0.34 means a 34% yield). (1) The reactants are [Cl:1][C:2]1[CH:7]=[CH:6][C:5]([CH:8]2[C:12]3[N:13]=[C:14]([C:18]4[C:19]([O:24][CH3:25])=[N:20][CH:21]=[CH:22][CH:23]=4)[N:15]([CH2:16][CH3:17])[C:11]=3[C:10](=[O:26])[N:9]2[C:27]2[CH:32]=[C:31]([CH3:33])[C:30](=[O:34])[N:29]([CH3:35])[CH:28]=2)=[CH:4][CH:3]=1. The catalyst is CO.CCO. The product is [Cl:1][C:2]1[CH:3]=[CH:4][C:5]([C@H:8]2[C:12]3[N:13]=[C:14]([C:18]4[C:19]([O:24][CH3:25])=[N:20][CH:21]=[CH:22][CH:23]=4)[N:15]([CH2:16][CH3:17])[C:11]=3[C:10](=[O:26])[N:9]2[C:27]2[CH:32]=[C:31]([CH3:33])[C:30](=[O:34])[N:29]([CH3:35])[CH:28]=2)=[CH:6][CH:7]=1. The yield is 0.490. (2) The reactants are [Cl:1][C:2]1[CH:7]=[CH:6][C:5]([N:8]([CH2:21][C:22]2[CH:30]=[CH:29][C:25]([C:26]([OH:28])=O)=[CH:24][CH:23]=2)[C:9]2[S:10][CH:11]=[C:12]([C:14]3[CH:19]=[CH:18][C:17]([Cl:20])=[CH:16][CH:15]=3)[N:13]=2)=[CH:4][CH:3]=1.ON1C2C=CC=CC=2N=N1.Cl.C(N=C=NCCCN(C)C)C.C(N(CC)CC)C.O.[NH2:61][C:62]1[NH:66][N:65]=[N:64][N:63]=1. The catalyst is CN(C=O)C.O. The product is [Cl:1][C:2]1[CH:3]=[CH:4][C:5]([N:8]([CH2:21][C:22]2[CH:30]=[CH:29][C:25]([C:26]([NH:61][C:62]3[N:63]=[N:64][NH:65][N:66]=3)=[O:28])=[CH:24][CH:23]=2)[C:9]2[S:10][CH:11]=[C:12]([C:14]3[CH:19]=[CH:18][C:17]([Cl:20])=[CH:16][CH:15]=3)[N:13]=2)=[CH:6][CH:7]=1. The yield is 0.840. (3) The reactants are [CH:1]1([C:4]2[N:31]=[C:7]3[NH:8][C:9](=[O:30])[C:10]([CH2:15][C:16]4[CH:21]=[CH:20][C:19]([C:22]5[C:23]([C:28]#[N:29])=[CH:24][CH:25]=[CH:26][CH:27]=5)=[CH:18][CH:17]=4)=[C:11]([CH2:12][CH2:13][CH3:14])[N:6]3[N:5]=2)[CH2:3][CH2:2]1.Br[CH2:33][C:34]1[CH:39]=[CH:38][C:37]([F:40])=[CH:36][CH:35]=1.C(=O)([O-])[O-].[K+].[K+].CN(C)C=O. The catalyst is C(OCC)(=O)C. The product is [CH:1]1([C:4]2[N:31]=[C:7]3[N:8]([CH2:33][C:34]4[CH:39]=[CH:38][C:37]([F:40])=[CH:36][CH:35]=4)[C:9](=[O:30])[C:10]([CH2:15][C:16]4[CH:21]=[CH:20][C:19]([C:22]5[C:23]([C:28]#[N:29])=[CH:24][CH:25]=[CH:26][CH:27]=5)=[CH:18][CH:17]=4)=[C:11]([CH2:12][CH2:13][CH3:14])[N:6]3[N:5]=2)[CH2:2][CH2:3]1. The yield is 0.700. (4) The reactants are [NH2:1][C:2]1[CH:7]=[C:6]([Br:8])[CH:5]=[C:4]([CH3:9])[C:3]=1[NH:10][C:11](=[O:17])[CH2:12][C:13]([CH3:16])([CH3:15])[CH3:14].C(N(CC)C(C)C)(C)C.Br[CH2:28][CH2:29][O:30][CH2:31][CH2:32]Br.C(=O)(O)[O-].[Na+]. The catalyst is CN(C)C=O. The product is [Br:8][C:6]1[CH:7]=[C:2]([N:1]2[CH2:32][CH2:31][O:30][CH2:29][CH2:28]2)[C:3]([NH:10][C:11](=[O:17])[CH2:12][C:13]([CH3:14])([CH3:16])[CH3:15])=[C:4]([CH3:9])[CH:5]=1. The yield is 0.600. (5) The product is [Cl:1][C:2]1[CH:9]=[CH:8][C:5]([CH:6]=[O:7])=[C:4]([NH2:10])[CH:3]=1. The yield is 0.830. The reactants are [Cl:1][C:2]1[CH:9]=[CH:8][C:5]([CH:6]=[O:7])=[C:4]([N+:10]([O-])=O)[CH:3]=1.C(O)C.Cl. The catalyst is [Fe].O. (6) The reactants are Br[C:2]1[CH:3]=[N:4][CH:5]=[CH:6][C:7]=1[C:8]([CH3:15])([CH3:14])[C:9](OCC)=[O:10].[OH-].[NH4+].C[NH:19]CCNC.C(=O)([O-])[O-].[K+].[K+]. The catalyst is C(O)CO.[Cu-]=O. The product is [CH3:14][C:8]1([CH3:15])[C:7]2[C:2](=[CH:3][N:4]=[CH:5][CH:6]=2)[NH:19][C:9]1=[O:10]. The yield is 0.617.